From a dataset of Retrosynthesis with 50K atom-mapped reactions and 10 reaction types from USPTO. Predict the reactants needed to synthesize the given product. (1) The reactants are: CCOC(=O)c1ccc2ncc(S(C)(=O)=O)c(Cl)c2c1.CC[O-]. Given the product CCOC(=O)c1ccc2ncc(S(C)(=O)=O)c(OCC)c2c1, predict the reactants needed to synthesize it. (2) Given the product CCOCc1ccc(C=O)o1, predict the reactants needed to synthesize it. The reactants are: CCO.O=Cc1ccc(CCl)o1. (3) Given the product CC(C)(C)OC(=O)Nc1cc(OC(C)(C)C)c(-c2ccccc2F)cc1NC(=O)CC(=O)c1ccc(C#N)s1, predict the reactants needed to synthesize it. The reactants are: CC(C)(C)OC(=O)CC(=O)c1ccc(C#N)s1.CC(C)(C)OC(=O)Nc1cc(OC(C)(C)C)c(-c2ccccc2F)cc1N. (4) Given the product Cc1ccc(Cn2cc(-c3nc(-c4ccc(OC(F)(F)F)cc4)no3)ccc2=O)cc1, predict the reactants needed to synthesize it. The reactants are: Cc1ccc(CBr)cc1.O=c1ccc(-c2nc(-c3ccc(OC(F)(F)F)cc3)no2)c[nH]1. (5) The reactants are: C#C[Si](C)(C)C.CC(C)c1cc(OS(=O)(=O)C(F)(F)F)ccc1C(C)(C)O[SiH2]C(C)(C)C. Given the product CC(C)c1cc(C#C[Si](C)(C)C)ccc1C(C)(C)O[SiH2]C(C)(C)C, predict the reactants needed to synthesize it. (6) Given the product O=C(Nc1nc(-c2cccc(C(F)(F)F)c2F)cs1)c1ccc(Nc2cncnc2)cc1, predict the reactants needed to synthesize it. The reactants are: Nc1nc(-c2cccc(C(F)(F)F)c2F)cs1.O=C(Cl)c1ccc(Nc2cncnc2)cc1.